From a dataset of Reaction yield outcomes from USPTO patents with 853,638 reactions. Predict the reaction yield, written as a fraction of the theoretical maximum amount of product (1.0 means a 100% yield; for example, 0.34 means a 34% yield). (1) The reactants are [Br:1][C:2]1[CH:6]=[CH:5][S:4][C:3]=1[C:7]([NH:9][C:10]1[CH:15]=[CH:14][C:13]([O:16][CH3:17])=[CH:12][C:11]=1[CH3:18])=[O:8].[C:19](O[C:19]([O:21][C:22]([CH3:25])([CH3:24])[CH3:23])=[O:20])([O:21][C:22]([CH3:25])([CH3:24])[CH3:23])=[O:20]. No catalyst specified. The product is [Br:1][C:2]1[CH:6]=[CH:5][S:4][C:3]=1[C:7]([N:9]([C:10]1[CH:15]=[CH:14][C:13]([O:16][CH3:17])=[CH:12][C:11]=1[CH3:18])[C:19](=[O:20])[O:21][C:22]([CH3:25])([CH3:24])[CH3:23])=[O:8]. The yield is 0.960. (2) The reactants are [Cl:1][C:2]1[CH:7]=[CH:6][N:5]=[C:4]([NH2:8])[C:3]=1[N+:9]([O-])=O.[NH4+].[Cl-]. The catalyst is C(O)CC.O.[Fe]. The product is [Cl:1][C:2]1[CH:7]=[CH:6][N:5]=[C:4]([NH2:8])[C:3]=1[NH2:9]. The yield is 0.970.